Dataset: Catalyst prediction with 721,799 reactions and 888 catalyst types from USPTO. Task: Predict which catalyst facilitates the given reaction. (1) The catalyst class is: 38. Product: [Cl:16][C:2]1[C:7]([N+:8]([O-:10])=[O:9])=[CH:6][CH:5]=[CH:4][C:3]=1[OH:11]. Reactant: N[C:2]1[C:7]([N+:8]([O-:10])=[O:9])=[CH:6][CH:5]=[CH:4][C:3]=1[OH:11].N([O-])=O.[Na+].[ClH:16]. (2) Reactant: [Br:1][C:2]1[CH:7]=[CH:6][C:5]([N:8]2[CH:12]=[CH:11][C:10]([NH:13][C:14](=[O:18])[CH2:15][C:16]#[N:17])=[C:9]2[C:19]([O:21]CC)=O)=[CH:4][CH:3]=1.[H-].[Na+].[H][H]. Product: [Br:1][C:2]1[CH:3]=[CH:4][C:5]([N:8]2[C:9]3[C:19]([OH:21])=[C:15]([C:16]#[N:17])[C:14](=[O:18])[NH:13][C:10]=3[CH:11]=[CH:12]2)=[CH:6][CH:7]=1. The catalyst class is: 1. (3) The catalyst class is: 16. Reactant: [Cl:1][C:2]1[CH:10]=[CH:9][CH:8]=[C:7]([F:11])[C:3]=1[C:4]([OH:6])=O.[CH2:12]([N:16]1[C:24]2[N:23]=[C:22]([Cl:25])[NH:21][C:20]=2[C:19](=[O:26])[N:18]([CH2:27][CH2:28][CH2:29][CH2:30]/[C:31](=[N:34]/[H])/[NH:32]O)[C:17]1=[O:36])[CH2:13][CH2:14][CH3:15]. Product: [CH2:12]([N:16]1[C:24]2[N:23]=[C:22]([Cl:25])[NH:21][C:20]=2[C:19](=[O:26])[N:18]([CH2:27][CH2:28][CH2:29][CH2:30][C:31]2[N:32]=[C:4]([C:3]3[C:7]([F:11])=[CH:8][CH:9]=[CH:10][C:2]=3[Cl:1])[O:6][N:34]=2)[C:17]1=[O:36])[CH2:13][CH2:14][CH3:15]. (4) Reactant: C([O:5][CH2:6][C@@H:7]([C:26]([OH:28])=[O:27])[NH:8]C(OCC1C2C=CC=CC=2C2C1=CC=CC=2)=O)(C)(C)C.N1CCCCC1.[CH:35]1[C:47]2[CH:46]([CH2:48][O:49][C:50]([NH:52][CH2:53][C:54]([OH:56])=O)=[O:51])[C:45]3[C:40](=[CH:41][CH:42]=[CH:43][CH:44]=3)[C:39]=2[CH:38]=[CH:37][CH:36]=1.F[B-](F)(F)F.N1(OC(N(C)C)=[N+](C)C)C2C=CC=CC=2N=N1.C(N(C(C)C)C(C)C)C. Product: [CH:44]1[C:45]2[CH:46]([CH2:48][O:49][C:50]([NH:52][CH2:53][C:54]([NH:8][C@H:7]([C:26]([OH:28])=[O:27])[CH2:6][OH:5])=[O:56])=[O:51])[C:47]3[C:39](=[CH:38][CH:37]=[CH:36][CH:35]=3)[C:40]=2[CH:41]=[CH:42][CH:43]=1. The catalyst class is: 9. (5) Reactant: [NH2:1][C:2]1[C:15]2[C:6](=[CH:7][C:8]3[C:9]4[C:14]=2[C:13](=[O:16])[N:12]([CH2:17][CH2:18][N:19]([CH3:21])[CH3:20])[C:11](=[O:22])[C:10]=4[CH:23]=[CH:24][CH:25]=3)[CH:5]=[CH:4][CH:3]=1.C(Cl)Cl.[CH3:29][OH:30]. Product: [CH3:21][N:19]([CH3:20])[CH2:18][CH2:17][N:12]1[C:11](=[O:22])[C:10]2[CH:23]=[CH:24][CH:25]=[C:8]3[C:9]=2[C:14](=[C:15]2[C:2]([NH:1][C:13](=[O:16])[CH2:14][C:29](=[O:30])[CH2:8][CH2:7][C:6]4[CH:15]=[CH:2][CH:3]=[CH:4][CH:5]=4)=[CH:3][CH:4]=[CH:5][C:6]2=[CH:7]3)[C:13]1=[O:16]. The catalyst class is: 11. (6) Reactant: [CH3:1][O:2][C:3]1[CH:8]=[C:7]([C:9]([F:12])([F:11])[F:10])[CH:6]=[CH:5][C:4]=1B(O)O.[Br:16][C:17]1[CH:26]=[C:25]2[C:20]([C:21](Cl)=[N:22][C:23]([CH3:27])=[N:24]2)=[CH:19][CH:18]=1.C(=O)([O-])[O-].[K+].[K+].O. Product: [Br:16][C:17]1[CH:26]=[C:25]2[C:20]([C:21]([C:4]3[CH:5]=[CH:6][C:7]([C:9]([F:12])([F:11])[F:10])=[CH:8][C:3]=3[O:2][CH3:1])=[N:22][C:23]([CH3:27])=[N:24]2)=[CH:19][CH:18]=1. The catalyst class is: 368.